Dataset: NCI-60 drug combinations with 297,098 pairs across 59 cell lines. Task: Regression. Given two drug SMILES strings and cell line genomic features, predict the synergy score measuring deviation from expected non-interaction effect. (1) Drug 1: C1=CC(=CC=C1C#N)C(C2=CC=C(C=C2)C#N)N3C=NC=N3. Drug 2: CC1=C(C(=CC=C1)Cl)NC(=O)C2=CN=C(S2)NC3=CC(=NC(=N3)C)N4CCN(CC4)CCO. Cell line: HOP-92. Synergy scores: CSS=-2.05, Synergy_ZIP=1.60, Synergy_Bliss=1.74, Synergy_Loewe=-1.89, Synergy_HSA=-2.10. (2) Drug 1: CC1=C(C(CCC1)(C)C)C=CC(=CC=CC(=CC(=O)O)C)C. Drug 2: C1CC(C1)(C(=O)O)C(=O)O.[NH2-].[NH2-].[Pt+2]. Cell line: HCC-2998. Synergy scores: CSS=14.0, Synergy_ZIP=-2.80, Synergy_Bliss=-1.65, Synergy_Loewe=-1.56, Synergy_HSA=-0.230. (3) Drug 1: CC1C(C(CC(O1)OC2CC(OC(C2O)C)OC3=CC4=CC5=C(C(=O)C(C(C5)C(C(=O)C(C(C)O)O)OC)OC6CC(C(C(O6)C)O)OC7CC(C(C(O7)C)O)OC8CC(C(C(O8)C)O)(C)O)C(=C4C(=C3C)O)O)O)O. Drug 2: CCCCCOC(=O)NC1=NC(=O)N(C=C1F)C2C(C(C(O2)C)O)O. Cell line: HS 578T. Synergy scores: CSS=20.4, Synergy_ZIP=0.427, Synergy_Bliss=-0.963, Synergy_Loewe=-29.1, Synergy_HSA=-1.41. (4) Drug 1: CN(C)N=NC1=C(NC=N1)C(=O)N. Drug 2: CN1C(=O)N2C=NC(=C2N=N1)C(=O)N. Cell line: A549. Synergy scores: CSS=-1.86, Synergy_ZIP=2.09, Synergy_Bliss=1.83, Synergy_Loewe=-4.86, Synergy_HSA=-3.07.